This data is from Forward reaction prediction with 1.9M reactions from USPTO patents (1976-2016). The task is: Predict the product of the given reaction. Given the reactants [Br:1][C:2]1[N:3]=[C:4]([CH2:14]O)[CH:5]=[C:6]2[CH:11]=[CH:10][C:9]([CH3:13])([CH3:12])[O:8][C:7]=12.C(Br)(Br)(Br)[Br:17].C1C=CC(P(C2C=CC=CC=2)C2C=CC=CC=2)=CC=1, predict the reaction product. The product is: [Br:1][C:2]1[N:3]=[C:4]([CH2:14][Br:17])[CH:5]=[C:6]2[CH:11]=[CH:10][C:9]([CH3:13])([CH3:12])[O:8][C:7]=12.